Task: Predict the reaction yield, written as a fraction of the theoretical maximum amount of product (1.0 means a 100% yield; for example, 0.34 means a 34% yield).. Dataset: Reaction yield outcomes from USPTO patents with 853,638 reactions (1) The reactants are [NH2:1][C:2]1[C:7]([O:8][CH2:9][CH3:10])=[CH:6][C:5]([CH2:11][OH:12])=[CH:4][C:3]=1[O:13][CH2:14][CH3:15]. The catalyst is CN(C=O)C.O=[Mn]=O. The product is [NH2:1][C:2]1[C:3]([O:13][CH2:14][CH3:15])=[CH:4][C:5]([CH:11]=[O:12])=[CH:6][C:7]=1[O:8][CH2:9][CH3:10]. The yield is 0.880. (2) The reactants are [CH2:1]([C@H:5]1[N:10]([CH2:11][C:12]([F:15])([F:14])[F:13])[C:9]2[CH:16]=[CH:17][C:18]([N+:20]([O-])=O)=[CH:19][C:8]=2[O:7][CH2:6]1)[CH:2]([CH3:4])[CH3:3]. The catalyst is C(OCC)(=O)C.[Pd]. The product is [NH2:20][C:18]1[CH:17]=[CH:16][C:9]2[N:10]([CH2:11][C:12]([F:15])([F:14])[F:13])[C@H:5]([CH2:1][CH:2]([CH3:4])[CH3:3])[CH2:6][O:7][C:8]=2[CH:19]=1. The yield is 0.650. (3) The reactants are S(Cl)(Cl)=O.[Br:5][C:6]1[CH:14]=[C:13]([Cl:15])[CH:12]=[CH:11][C:7]=1[C:8]([OH:10])=[O:9].[CH3:16]O. No catalyst specified. The product is [CH3:16][O:9][C:8](=[O:10])[C:7]1[CH:11]=[CH:12][C:13]([Cl:15])=[CH:14][C:6]=1[Br:5]. The yield is 0.990. (4) The reactants are [CH3:1][C:2]1[CH:7]=[CH:6][CH:5]=[CH:4][C:3]=1[NH:8][C:9]1[N:14]2[N:15]=[CH:16][C:17]([C:18](O)=[O:19])=[C:13]2[N:12]=[CH:11][C:10]=1[C:21]([N:23]1[CH2:28][CH2:27][CH:26]([C:29]2[CH:34]=[CH:33][CH:32]=[CH:31][CH:30]=2)[CH2:25][CH2:24]1)=[O:22].[CH:35]1([S:38]([NH2:41])(=[O:40])=[O:39])[CH2:37][CH2:36]1. No catalyst specified. The product is [CH3:1][C:2]1[CH:7]=[CH:6][CH:5]=[CH:4][C:3]=1[NH:8][C:9]1[N:14]2[N:15]=[CH:16][C:17]([C:18]([NH:41][S:38]([CH:35]3[CH2:37][CH2:36]3)(=[O:40])=[O:39])=[O:19])=[C:13]2[N:12]=[CH:11][C:10]=1[C:21]([N:23]1[CH2:28][CH2:27][CH:26]([C:29]2[CH:34]=[CH:33][CH:32]=[CH:31][CH:30]=2)[CH2:25][CH2:24]1)=[O:22]. The yield is 0.630. (5) The reactants are [NH2:1][C:2]1[CH:3]=[C:4]2[C:8](=[CH:9][CH:10]=1)[NH:7][CH:6]=[C:5]2[CH2:11][CH2:12][N:13]([CH3:15])[CH3:14].[Cl:16][C:17]1[CH:30]=[CH:29][C:20]2[S:21][C:22]([S:25](Cl)(=[O:27])=[O:26])=[C:23]([CH3:24])[C:19]=2[CH:18]=1. The catalyst is N1C=CC=CC=1. The product is [CH3:15][N:13]([CH3:14])[CH2:12][CH2:11][C:5]1[C:4]2[C:8](=[CH:9][CH:10]=[C:2]([NH:1][S:25]([C:22]3[S:21][C:20]4[CH:29]=[CH:30][C:17]([Cl:16])=[CH:18][C:19]=4[C:23]=3[CH3:24])(=[O:27])=[O:26])[CH:3]=2)[NH:7][CH:6]=1. The yield is 0.820.